This data is from Full USPTO retrosynthesis dataset with 1.9M reactions from patents (1976-2016). The task is: Predict the reactants needed to synthesize the given product. (1) Given the product [Br:39][CH2:17][C:16]([C:13]1[CH:12]=[CH:11][C:10]([CH2:9][O:8][Si:1]([C:4]([CH3:7])([CH3:6])[CH3:5])([CH3:3])[CH3:2])=[CH:15][CH:14]=1)=[O:18], predict the reactants needed to synthesize it. The reactants are: [Si:1]([O:8][CH2:9][C:10]1[CH:15]=[CH:14][C:13]([C:16](=[O:18])[CH3:17])=[CH:12][CH:11]=1)([C:4]([CH3:7])([CH3:6])[CH3:5])([CH3:3])[CH3:2].N1C(C)=CC=CC=1C.FC(F)(F)S(O[Si](C)(C)C)(=O)=O.[Br:39]N1C(=O)CCC1=O. (2) Given the product [F:1][C:2]1[CH:7]=[C:6]([F:8])[CH:5]=[CH:4][C:3]=1[N:9]1[CH:38]([C:39]([O:41][CH2:42][CH3:43])=[O:40])[C:31]2[C:22]3=[C:23]([C:24](=[O:28])[N:25]([CH3:27])[CH:26]=[C:21]3[C:11]3[CH:12]=[C:13]([CH2:16][S:17]([CH3:20])(=[O:19])=[O:18])[CH:14]=[CH:15][C:10]1=3)[NH:29][C:30]=2[C:32](=[O:33])[NH:34][CH2:35][CH3:36], predict the reactants needed to synthesize it. The reactants are: [F:1][C:2]1[CH:7]=[C:6]([F:8])[CH:5]=[CH:4][C:3]=1[NH:9][C:10]1[CH:15]=[CH:14][C:13]([CH2:16][S:17]([CH3:20])(=[O:19])=[O:18])=[CH:12][C:11]=1[C:21]1[C:22]2[CH:31]=[C:30]([C:32]([NH:34][CH2:35][CH3:36])=[O:33])[NH:29][C:23]=2[C:24](=[O:28])[N:25]([CH3:27])[CH:26]=1.O=[CH:38][C:39]([O:41][CH2:42][CH3:43])=[O:40]. (3) Given the product [NH2:24][CH2:23][CH2:22][CH2:21][CH2:20][CH2:19][N:18]1[C:17]2[CH:25]=[CH:26][CH:27]=[CH:28][C:16]=2[N:15]=[C:14]1[CH2:13][N:2]([CH3:1])[CH:3]1[C:12]2[N:11]=[CH:10][CH:9]=[CH:8][C:7]=2[CH2:6][CH2:5][CH2:4]1, predict the reactants needed to synthesize it. The reactants are: [CH3:1][N:2]([CH2:13][C:14]1[N:18]([CH2:19][CH2:20][CH2:21][CH2:22][C:23]#[N:24])[C:17]2[CH:25]=[CH:26][CH:27]=[CH:28][C:16]=2[N:15]=1)[CH:3]1[C:12]2[N:11]=[CH:10][CH:9]=[CH:8][C:7]=2[CH2:6][CH2:5][CH2:4]1.NCCCN1C2C=CC=CC=2N=C1CN(C)C1C2N=CC=CC=2CCC1.